This data is from Forward reaction prediction with 1.9M reactions from USPTO patents (1976-2016). The task is: Predict the product of the given reaction. (1) Given the reactants [CH3:1][C:2]12[CH2:11][CH:6]3[CH2:7][CH:8]([CH2:10][C:4]([CH3:12])([CH2:5]3)[CH2:3]1)[CH2:9]2.[N+]([O-])(O)=O.OS(O)(=O)=O.OS(O)(=O)=O.[O:27]=S(=O)=O.[C:31](#[N:33])[CH3:32], predict the reaction product. The product is: [C:31]([NH:33][C:6]12[CH2:11][C:2]3([CH3:1])[CH2:9][CH:8]([CH2:10][C:4]([CH3:12])([CH2:3]3)[CH2:5]1)[CH2:7]2)(=[O:27])[CH3:32]. (2) Given the reactants [Cl:1][C:2]1[S:6][C:5]([S:7]([NH:10][C:11]2[CH:19]=[CH:18][C:14]([C:15]([OH:17])=[O:16])=[C:13]([OH:20])[CH:12]=2)(=[O:9])=[O:8])=[CH:4][C:3]=1[C:21]1[CH:26]=[CH:25][CH:24]=[C:23]([O:27][CH3:28])[C:22]=1[F:29].O[CH2:31][CH2:32][O:33][C:34]1[CH:35]=[C:36]([CH:40]=[CH:41][CH:42]=1)[C:37]([NH2:39])=[O:38], predict the reaction product. The product is: [Cl:1][C:2]1[S:6][C:5]([S:7]([NH:10][C:11]2[CH:19]=[CH:18][C:14]([C:15]([O:17][CH2:31][CH2:32][O:33][C:34]3[CH:42]=[CH:41][CH:40]=[C:36]([C:37](=[O:38])[NH2:39])[CH:35]=3)=[O:16])=[C:13]([OH:20])[CH:12]=2)(=[O:9])=[O:8])=[CH:4][C:3]=1[C:21]1[CH:26]=[CH:25][CH:24]=[C:23]([O:27][CH3:28])[C:22]=1[F:29]. (3) Given the reactants [Cl:1][C:2]1[CH:3]=[C:4]2[C:9](=[CH:10][CH:11]=1)[N:8]1[C:12]([CH2:15][CH2:16][C:17](OCC)=[O:18])=[N:13][CH:14]=[C:7]1[C:6](=[O:22])[NH:5]2.[H-].[Al+3].[Li+].[H-].[H-].[H-], predict the reaction product. The product is: [Cl:1][C:2]1[CH:3]=[C:4]2[C:9](=[CH:10][CH:11]=1)[N:8]1[C:12]([CH2:15][CH2:16][CH2:17][OH:18])=[N:13][CH:14]=[C:7]1[C:6](=[O:22])[NH:5]2. (4) Given the reactants [N:1]1([CH2:6][C:7]([C:9]2[CH:10]=[C:11]([C:15]3[CH:19]=[C:18]([CH2:20][CH:21]([CH3:23])[CH3:22])[S:17][C:16]=3[S:24]([NH:27]C(C)(C)C)(=[O:26])=[O:25])[CH:12]=[CH:13][CH:14]=2)=[O:8])[CH:5]=[CH:4][N:3]=[CH:2]1.B(Cl)(Cl)Cl.C([O-])([O-])=O.[Na+].[Na+].Cl[C:43]([O:45][CH2:46][CH2:47][CH2:48][CH3:49])=[O:44], predict the reaction product. The product is: [CH2:46]([O:45][C:43]([NH:27][S:24]([C:16]1[S:17][C:18]([CH2:20][CH:21]([CH3:22])[CH3:23])=[CH:19][C:15]=1[C:11]1[CH:12]=[CH:13][CH:14]=[C:9]([C:7](=[O:8])[CH2:6][N:1]2[CH:5]=[CH:4][N:3]=[CH:2]2)[CH:10]=1)(=[O:26])=[O:25])=[O:44])[CH2:47][CH2:48][CH3:49]. (5) Given the reactants Br[C:2]1[S:10][C:9]2[C:8](=[O:11])[N:7]([CH:12]3[CH2:17][CH2:16][N:15]([C:18]([O:20][C:21]([CH3:24])([CH3:23])[CH3:22])=[O:19])[CH2:14][CH2:13]3)[C:6](=[O:25])[N:5]([CH2:26][C:27]3[N:28]=[N:29][N:30]([CH2:32][CH3:33])[N:31]=3)[C:4]=2[CH:3]=1.[CH3:34][O:35][C:36]1[CH:41]=[CH:40][C:39]([O:42][CH3:43])=[CH:38][C:37]=1B(O)O.C(=O)([O-])[O-].[Cs+].[Cs+], predict the reaction product. The product is: [CH3:34][O:35][C:36]1[CH:41]=[CH:40][C:39]([O:42][CH3:43])=[CH:38][C:37]=1[C:2]1[S:10][C:9]2[C:8](=[O:11])[N:7]([CH:12]3[CH2:13][CH2:14][N:15]([C:18]([O:20][C:21]([CH3:22])([CH3:24])[CH3:23])=[O:19])[CH2:16][CH2:17]3)[C:6](=[O:25])[N:5]([CH2:26][C:27]3[N:28]=[N:29][N:30]([CH2:32][CH3:33])[N:31]=3)[C:4]=2[CH:3]=1. (6) Given the reactants C[O:2][C:3](=[O:36])[CH:4]([O:33][CH2:34][CH3:35])[CH2:5][C:6]1[CH:11]=[CH:10][C:9]([CH2:12][CH2:13][N:14]([CH2:26][CH2:27][CH2:28][CH2:29][CH2:30][CH2:31][CH3:32])[C:15]([NH:17][C:18]2[CH:23]=[CH:22][C:21]([F:24])=[CH:20][C:19]=2[F:25])=[O:16])=[CH:8][CH:7]=1.[Li+].[OH-], predict the reaction product. The product is: [F:25][C:19]1[CH:20]=[C:21]([F:24])[CH:22]=[CH:23][C:18]=1[NH:17][C:15](=[O:16])[N:14]([CH2:13][CH2:12][C:9]1[CH:8]=[CH:7][C:6]([CH2:5][CH:4]([O:33][CH2:34][CH3:35])[C:3]([OH:36])=[O:2])=[CH:11][CH:10]=1)[CH2:26][CH2:27][CH2:28][CH2:29][CH2:30][CH2:31][CH3:32].